From a dataset of Forward reaction prediction with 1.9M reactions from USPTO patents (1976-2016). Predict the product of the given reaction. (1) Given the reactants [Cl:1][C:2]1[C:3]([NH2:13])=[C:4]([CH:9]=[C:10]([Cl:12])[CH:11]=1)[C:5]([O:7]C)=O.[NH2:14][O:15][CH2:16][CH2:17][OH:18].C[O-].[Na+].Cl, predict the reaction product. The product is: [Cl:1][C:2]1[C:3]([NH2:13])=[C:4]([CH:9]=[C:10]([Cl:12])[CH:11]=1)[C:5]([NH:14][O:15][CH2:16][CH2:17][OH:18])=[O:7]. (2) Given the reactants [F:1][C:2]1[CH:7]=[C:6]([C:8]([F:11])([F:10])[F:9])[CH:5]=[CH:4][C:3]=1[C:12]1[C:21]2[CH2:20][CH2:19][CH2:18][CH:17]([CH2:22][C:23]([NH:25][CH3:26])=[O:24])[C:16]=2[CH:15]=[N:14][CH:13]=1.[CH:27]1(N)C[CH2:28]1, predict the reaction product. The product is: [CH:26]1([NH:25][C:23](=[O:24])[CH2:22][CH:17]2[C:16]3[CH:15]=[N:14][CH:13]=[C:12]([C:3]4[CH:4]=[CH:5][C:6]([C:8]([F:9])([F:11])[F:10])=[CH:7][C:2]=4[F:1])[C:21]=3[CH2:20][CH2:19][CH2:18]2)[CH2:28][CH2:27]1. (3) Given the reactants [CH3:1][N:2]([CH2:4][CH2:5][OH:6])[CH3:3].[H-].[Na+].Cl[C:10]1[N:17]=[C:16]([C:18]([F:21])([F:20])[F:19])[CH:15]=[CH:14][C:11]=1[C:12]#[N:13], predict the reaction product. The product is: [CH3:1][N:2]([CH3:3])[CH2:4][CH2:5][O:6][C:10]1[C:11]([C:12]#[N:13])=[CH:14][CH:15]=[C:16]([C:18]([F:19])([F:21])[F:20])[N:17]=1. (4) Given the reactants C(=O)([O-])[O-].[Cs+].[Cs+].C1(P(C2CCCCC2)C2C=CC=CC=2C2C=CC=CC=2N(C)C)CCCCC1.[NH2:35][C:36]1[CH:41]=[CH:40][N:39]=[C:38]([F:42])[CH:37]=1.Cl[C:44]1[CH:53]=[CH:52][C:51]2[C:50]3[C:54]4[NH:61][CH2:60][C@@H:59]([CH3:62])[NH:58][C:57](=[O:63])[C:55]=4[S:56][C:49]=3[CH:48]=[CH:47][C:46]=2[N:45]=1, predict the reaction product. The product is: [F:42][C:38]1[CH:37]=[C:36]([NH:35][C:44]2[CH:53]=[CH:52][C:51]3[C:50]4[C:54]5[NH:61][CH2:60][C@@H:59]([CH3:62])[NH:58][C:57](=[O:63])[C:55]=5[S:56][C:49]=4[CH:48]=[CH:47][C:46]=3[N:45]=2)[CH:41]=[CH:40][N:39]=1. (5) Given the reactants [NH2:1][C:2]1[CH:3]=[C:4]([SH:8])[CH:5]=[CH:6][CH:7]=1.C(=O)([O-])[O-].[K+].[K+].I[CH2:16][CH3:17], predict the reaction product. The product is: [CH2:16]([S:8][C:4]1[CH:3]=[C:2]([CH:7]=[CH:6][CH:5]=1)[NH2:1])[CH3:17]. (6) The product is: [ClH:36].[CH3:34][C:32]1[CH:31]=[C:4]([CH:3]=[C:2]([CH3:1])[CH:33]=1)[O:5][C:6]1[CH:11]=[CH:10][C:9]([N+:12]([O-:14])=[O:13])=[CH:8][C:7]=1[S:15]([N:18]1[CH2:23][CH2:22][NH:21][CH2:20][CH2:19]1)(=[O:17])=[O:16]. Given the reactants [CH3:1][C:2]1[CH:3]=[C:4]([CH:31]=[C:32]([CH3:34])[CH:33]=1)[O:5][C:6]1[CH:11]=[CH:10][C:9]([N+:12]([O-:14])=[O:13])=[CH:8][C:7]=1[S:15]([N:18]1[CH2:23][CH2:22][N:21](C(OC(C)(C)C)=O)[CH2:20][CH2:19]1)(=[O:17])=[O:16].C(Cl)[Cl:36], predict the reaction product. (7) Given the reactants [CH3:1][C:2]1[CH:18]=[CH:17][CH:16]=[C:15]([CH3:19])[C:3]=1[CH2:4][O:5][C:6]1[CH:7]=[C:8]([C:12](=[O:14])C)[CH:9]=[CH:10][CH:11]=1.[Se](=O)=O.[C:23]([O-:26])(O)=[O:24].[Na+], predict the reaction product. The product is: [CH3:1][C:2]1[CH:18]=[CH:17][CH:16]=[C:15]([CH3:19])[C:3]=1[CH2:4][O:5][C:6]1[CH:7]=[C:8]([C:12](=[O:14])[C:23]([OH:26])=[O:24])[CH:9]=[CH:10][CH:11]=1.